From a dataset of Peptide-MHC class II binding affinity with 134,281 pairs from IEDB. Regression. Given a peptide amino acid sequence and an MHC pseudo amino acid sequence, predict their binding affinity value. This is MHC class II binding data. The MHC is HLA-DPA10103-DPB10201 with pseudo-sequence HLA-DPA10103-DPB10201. The peptide sequence is ALRVIAGALEVHAVK. The binding affinity (normalized) is 0.399.